From a dataset of NCI-60 drug combinations with 297,098 pairs across 59 cell lines. Regression. Given two drug SMILES strings and cell line genomic features, predict the synergy score measuring deviation from expected non-interaction effect. (1) Drug 1: CN(C)C1=NC(=NC(=N1)N(C)C)N(C)C. Drug 2: C1CNP(=O)(OC1)N(CCCl)CCCl. Cell line: IGROV1. Synergy scores: CSS=5.47, Synergy_ZIP=1.99, Synergy_Bliss=7.07, Synergy_Loewe=3.58, Synergy_HSA=4.60. (2) Drug 2: COC1=C2C(=CC3=C1OC=C3)C=CC(=O)O2. Cell line: A498. Drug 1: CCN(CC)CCCC(C)NC1=C2C=C(C=CC2=NC3=C1C=CC(=C3)Cl)OC. Synergy scores: CSS=44.0, Synergy_ZIP=0.439, Synergy_Bliss=1.40, Synergy_Loewe=2.14, Synergy_HSA=2.23. (3) Drug 1: CC1C(C(CC(O1)OC2CC(OC(C2O)C)OC3=CC4=CC5=C(C(=O)C(C(C5)C(C(=O)C(C(C)O)O)OC)OC6CC(C(C(O6)C)O)OC7CC(C(C(O7)C)O)OC8CC(C(C(O8)C)O)(C)O)C(=C4C(=C3C)O)O)O)O. Drug 2: C(CN)CNCCSP(=O)(O)O. Cell line: SF-295. Synergy scores: CSS=48.0, Synergy_ZIP=-2.58, Synergy_Bliss=-9.33, Synergy_Loewe=-73.2, Synergy_HSA=-9.04. (4) Drug 1: CC12CCC(CC1=CCC3C2CCC4(C3CC=C4C5=CN=CC=C5)C)O. Drug 2: CN(C)N=NC1=C(NC=N1)C(=O)N. Cell line: HS 578T. Synergy scores: CSS=4.79, Synergy_ZIP=4.48, Synergy_Bliss=1.91, Synergy_Loewe=-2.66, Synergy_HSA=-1.51. (5) Cell line: SK-MEL-2. Drug 2: C1=CN(C=N1)CC(O)(P(=O)(O)O)P(=O)(O)O. Synergy scores: CSS=1.43, Synergy_ZIP=2.22, Synergy_Bliss=5.66, Synergy_Loewe=-0.0245, Synergy_HSA=0.697. Drug 1: CS(=O)(=O)C1=CC(=C(C=C1)C(=O)NC2=CC(=C(C=C2)Cl)C3=CC=CC=N3)Cl.